This data is from Catalyst prediction with 721,799 reactions and 888 catalyst types from USPTO. The task is: Predict which catalyst facilitates the given reaction. (1) Reactant: [CH:1]1([NH:6][NH:7][C:8]([O:10][C:11]([CH3:14])([CH3:13])[CH3:12])=[O:9])[CH2:5][CH2:4][CH2:3][CH2:2]1.[Br:15][C:16]1[C:17](Cl)=[N:18][C:19]([Cl:22])=[N:20][CH:21]=1.CCN(C(C)C)C(C)C. Product: [Br:15][C:16]1[C:17]([N:6]([CH:1]2[CH2:2][CH2:3][CH2:4][CH2:5]2)[NH:7][C:8]([O:10][C:11]([CH3:14])([CH3:13])[CH3:12])=[O:9])=[N:18][C:19]([Cl:22])=[N:20][CH:21]=1. The catalyst class is: 14. (2) Reactant: Br[C:2]1[C:3]([CH3:26])=[C:4]([CH2:16][N:17]([CH3:25])[C:18](=[O:24])[O:19][C:20]([CH3:23])([CH3:22])[CH3:21])[S:5][C:6]=1[S:7]([C:10]1[CH:15]=[CH:14][CH:13]=[CH:12][CH:11]=1)(=[O:9])=[O:8].[CH3:27][C:28]1[CH:33]=[CH:32][CH:31]=[CH:30][C:29]=1B(O)O.C(=O)([O-])[O-].[Na+].[Na+].COCCOC. Product: [CH3:25][N:17]([CH2:16][C:4]1[S:5][C:6]([S:7]([C:10]2[CH:15]=[CH:14][CH:13]=[CH:12][CH:11]=2)(=[O:9])=[O:8])=[C:2]([C:29]2[CH:30]=[CH:31][CH:32]=[CH:33][C:28]=2[CH3:27])[C:3]=1[CH3:26])[C:18](=[O:24])[O:19][C:20]([CH3:23])([CH3:22])[CH3:21]. The catalyst class is: 103. (3) Reactant: [CH2:1]([N:3]([CH:14]1[CH2:19][CH2:18][O:17][CH2:16][CH2:15]1)[C:4]1[N:8]([CH3:9])[N:7]=[C:6]([C:10]([OH:12])=O)[C:5]=1[CH3:13])[CH3:2].[NH2:20][CH2:21][C:22]1[C:23](=[O:30])[NH:24][C:25]([CH3:29])=[CH:26][C:27]=1[CH3:28].C1C=NC2N(O)N=NC=2C=1.C(Cl)CCl.CN1CCOCC1. Product: [CH3:28][C:27]1[CH:26]=[C:25]([CH3:29])[NH:24][C:23](=[O:30])[C:22]=1[CH2:21][NH:20][C:10]([C:6]1[C:5]([CH3:13])=[C:4]([N:3]([CH2:1][CH3:2])[CH:14]2[CH2:19][CH2:18][O:17][CH2:16][CH2:15]2)[N:8]([CH3:9])[N:7]=1)=[O:12]. The catalyst class is: 374. (4) Reactant: Cl.[NH2:2][C:3]([NH2:5])=[NH:4].C[O-].[Na+].CO.[CH:11]([C:15]1[C:16]([CH3:34])=[CH:17][C:18]([I:33])=[C:19]([CH:32]=1)[O:20][C:21](=[CH:24]NC1C=CC=CC=1)[C:22]#[N:23])=[CH:12][CH:13]=[CH2:14]. Product: [CH:11]([C:15]1[C:16]([CH3:34])=[CH:17][C:18]([I:33])=[C:19]([CH:32]=1)[O:20][C:21]1[C:22]([NH2:23])=[N:4][C:3]([NH2:5])=[N:2][CH:24]=1)=[CH:12][CH:13]=[CH2:14]. The catalyst class is: 8. (5) Reactant: Br[CH2:2][CH2:3][C:4]1[CH:9]=[CH:8][C:7]([N+:10]([O-:12])=[O:11])=[CH:6][CH:5]=1.[Cl-].[C:14]([C:16]1[CH:17]=[C:18]2[C:22](=[CH:23][CH:24]=1)[CH2:21][CH:20]([N:25]1[CH2:30][CH2:29][NH2+:28][CH2:27][CH2:26]1)[CH2:19]2)#[N:15].C(N(C(C)C)C(C)C)C. Product: [N+:10]([C:7]1[CH:8]=[CH:9][C:4]([CH2:3][CH2:2][N:28]2[CH2:27][CH2:26][N:25]([CH:20]3[CH2:19][C:18]4[C:22](=[CH:23][CH:24]=[C:16]([C:14]#[N:15])[CH:17]=4)[CH2:21]3)[CH2:30][CH2:29]2)=[CH:5][CH:6]=1)([O-:12])=[O:11]. The catalyst class is: 10. (6) Reactant: [CH:1]([C:3]1[NH:7][C:6]([C:8]([O:10][CH2:11][CH3:12])=[O:9])=[CH:5][C:4]=1[CH3:13])=[O:2].CC(CC)=C.[OH2:19].P([O-])(O)(O)=O.[Na+].Cl([O-])=O.[Na+].[ClH:30]. Product: [Cl:30][C:5]1[C:4]([CH3:13])=[C:3]([C:1]([OH:19])=[O:2])[NH:7][C:6]=1[C:8]([O:10][CH2:11][CH3:12])=[O:9]. The catalyst class is: 664. (7) Reactant: [S:1](=[O:5])(=[O:4])([OH:3])[OH:2].[CH2:6]([NH:10][C:11]1[N:19]=[C:18]2[C:14]([N:15]=[C:16]([OH:28])[N:17]2[CH2:20][C:21]2[CH:22]=[N:23][C:24]([CH3:27])=[CH:25][CH:26]=2)=[C:13]([NH2:29])[N:12]=1)[CH2:7][CH2:8][CH3:9]. The catalyst class is: 5. Product: [S:1]([OH:5])([OH:4])(=[O:3])=[O:2].[CH2:6]([NH:10][C:11]1[N:19]=[C:18]2[C:14]([N:15]=[C:16]([OH:28])[N:17]2[CH2:20][C:21]2[CH:22]=[N:23][C:24]([CH3:27])=[CH:25][CH:26]=2)=[C:13]([NH2:29])[N:12]=1)[CH2:7][CH2:8][CH3:9]. (8) The catalyst class is: 10. Reactant: [CH2:1]([O:3][CH2:4][N:5]1[C:13]2[C:12](=[O:14])[N:11]([CH2:15][CH2:16][CH2:17][CH2:18][C@H:19]([OH:21])[CH3:20])[C:10](=[O:22])[N:9]([CH3:23])[C:8]=2[N:7]=[C:6]1[SH:24])[CH3:2].Br[CH2:26][CH2:27][Cl:28]. Product: [CH2:1]([O:3][CH2:4][N:5]1[C:13]2[C:12](=[O:14])[N:11]([CH2:15][CH2:16][CH2:17][CH2:18][C@H:19]([OH:21])[CH3:20])[C:10](=[O:22])[N:9]([CH3:23])[C:8]=2[N:7]=[C:6]1[S:24][CH2:26][CH2:27][Cl:28])[CH3:2]. (9) Reactant: [OH:1][C:2]1[C:6]2[C:7]3[CH:8]=[C:9]4[C:14]5=[C:15]([CH2:20][CH2:21][CH2:22][N:13]5[CH2:12][CH2:11][CH2:10]4)[C:16]=3[O:17][C:18](=[O:19])[C:5]=2[CH2:4][C:3]=1C(OC)=O.[Li+].[Cl-].O. Product: [C:2]1(=[O:1])[C:6]2[C:7]3[CH:8]=[C:9]4[C:14]5=[C:15]([CH2:20][CH2:21][CH2:22][N:13]5[CH2:12][CH2:11][CH2:10]4)[C:16]=3[O:17][C:18](=[O:19])[C:5]=2[CH2:4][CH2:3]1. The catalyst class is: 16. (10) Reactant: C[N:2]([C@@:10]1([CH3:15])[CH2:14][CH2:13][NH:12][CH2:11]1)[C:3](=O)OC(C)(C)C.C(N(CC)CC)C.[C:23]([C:25]1[C:30]2[N:31]=[C:32]([C:34]([N:36]([CH3:38])[CH3:37])=[O:35])[O:33][C:29]=2[C:28](F)=[C:27]([C:40]2[CH:45]=[CH:44][CH:43]=[CH:42][CH:41]=2)[C:26]=1[CH3:46])#[N:24]. Product: [C:23]([C:25]1[C:30]2[N:31]=[C:32]([C:34]([N:36]([CH3:38])[CH3:37])=[O:35])[O:33][C:29]=2[C:28]([N:12]2[CH2:13][CH2:14][C@:10]([CH3:15])([NH:2][CH3:3])[CH2:11]2)=[C:27]([C:40]2[CH:45]=[CH:44][CH:43]=[CH:42][CH:41]=2)[C:26]=1[CH3:46])#[N:24]. The catalyst class is: 16.